From a dataset of Reaction yield outcomes from USPTO patents with 853,638 reactions. Predict the reaction yield, written as a fraction of the theoretical maximum amount of product (1.0 means a 100% yield; for example, 0.34 means a 34% yield). (1) The reactants are [O:1]=[C:2]1[C:15]2[CH:14]=[C:13]([NH:16][C:17]([CH2:19][CH2:20][CH2:21][C:22]([OH:24])=[O:23])=[O:18])[CH:12]=[CH:11][C:10]=2[S:9][C:8]2[C:3]1=[CH:4][CH:5]=[CH:6][CH:7]=2.O[N:26]1[C:30](=[O:31])[CH2:29][CH2:28][C:27]1=[O:32].C(Cl)CCl. The catalyst is C1COCC1. The product is [O:32]=[C:27]1[CH2:28][CH2:29][C:30](=[O:31])[N:26]1[O:23][C:22](=[O:24])[CH2:21][CH2:20][CH2:19][C:17](=[O:18])[NH:16][C:13]1[CH:12]=[CH:11][C:10]2[S:9][C:8]3[C:3](=[CH:4][CH:5]=[CH:6][CH:7]=3)[C:2](=[O:1])[C:15]=2[CH:14]=1. The yield is 0.812. (2) The reactants are [Cl:1][C:2]1[CH:3]=[C:4]([S:8][CH2:9][C:10](O)=O)[CH:5]=[CH:6][CH:7]=1.ClC1C=C(S)C=CC=1.BrCC[CH2:24][CH2:25][C:26]([O:28]CC)=[O:27].[OH-].[K+]. The catalyst is C(O)C. The product is [Cl:1][C:2]1[CH:3]=[C:4]([S:8][CH2:9][CH2:10][CH2:24][CH2:25][C:26]([OH:28])=[O:27])[CH:5]=[CH:6][CH:7]=1. The yield is 0.880. (3) The reactants are [Cl:1][C:2]1[CH:7]=[CH:6][C:5]([OH:8])=[CH:4][C:3]=1[C:9]([NH2:11])=[O:10].[CH3:12][C:13]#N. No catalyst specified. The product is [Cl:1][C:2]1[CH:7]=[CH:6][C:5]([O:8][CH2:9][CH2:3][CH2:2][CH2:7][CH2:6][CH2:5][CH2:4][CH2:13][CH3:12])=[CH:4][C:3]=1[C:9]([NH2:11])=[O:10]. The yield is 0.800. (4) The reactants are Cl[C:2]1[C:11]2[C:6](=[CH:7][CH:8]=[CH:9][CH:10]=2)[N:5]=[C:4]([CH2:12][Cl:13])[N:3]=1.Cl.[NH2:15][C@H:16]([C:21]([NH2:23])=[O:22])[CH2:17][CH:18]([CH3:20])[CH3:19].C(=O)([O-])[O-].[K+].[K+]. The catalyst is C(#N)C. The product is [Cl:13][CH2:12][C:4]1[N:3]=[C:2]([NH:15][C@@H:16]([CH2:17][CH:18]([CH3:20])[CH3:19])[C:21]([NH2:23])=[O:22])[C:11]2[C:6](=[CH:7][CH:8]=[CH:9][CH:10]=2)[N:5]=1. The yield is 0.590. (5) The reactants are Cl[C:2]1[N:7]=[C:6]([C:8]2[N:12]([CH3:13])[C:11]([CH3:14])=[N:10][CH:9]=2)[C:5]([F:15])=[CH:4][N:3]=1.[OH-].[NH4+:17]. The catalyst is C(O)CC. The product is [CH3:13][N:12]1[C:8]([C:6]2[C:5]([F:15])=[CH:4][N:3]=[C:2]([NH2:17])[N:7]=2)=[CH:9][N:10]=[C:11]1[CH3:14]. The yield is 0.780. (6) The reactants are [C:1]([O:4][CH2:5][C@@H:6]1[C@@H:11]([O:12][C:13](=[O:15])[CH3:14])[C@H:10](OC(=O)C)[CH:9]=[CH:8][O:7]1)(=[O:3])[CH3:2].[OH:20][C:21]1[CH:22]=[C:23]2[C:28](=[CH:29][CH:30]=1)[CH:27]=[C:26](B(O)O)[CH:25]=[CH:24]2. The catalyst is C(O[Pd]OC(=O)C)(=O)C.C(#N)C. The product is [C:1]([O:4][CH2:5][C@@H:6]1[C@@H:11]([O:12][C:13](=[O:15])[CH3:14])[CH:10]=[CH:9][C@@H:8]([C:26]2[CH:25]=[CH:24][C:23]3[C:28](=[CH:29][CH:30]=[C:21]([OH:20])[CH:22]=3)[CH:27]=2)[O:7]1)(=[O:3])[CH3:2]. The yield is 0.490. (7) The reactants are [N+:1]([C:4]1[CH:11]=[CH:10][C:7]([CH2:8]Br)=[CH:6][CH:5]=1)([O-:3])=[O:2].[NH:12]1[CH:16]=[CH:15][CH:14]=[N:13]1.C(=O)([O-])[O-].[K+].[K+]. The catalyst is C(#N)C.O. The product is [N+:1]([C:4]1[CH:11]=[CH:10][C:7]([CH2:8][N:12]2[CH:16]=[CH:15][CH:14]=[N:13]2)=[CH:6][CH:5]=1)([O-:3])=[O:2]. The yield is 0.760.